Predict the reaction yield, written as a fraction of the theoretical maximum amount of product (1.0 means a 100% yield; for example, 0.34 means a 34% yield). From a dataset of Reaction yield outcomes from USPTO patents with 853,638 reactions. (1) The reactants are [Si:1]([O:8][CH:9]1[CH2:12][N:11](C(OC(C)(C)C)=O)[CH2:10]1)([C:4]([CH3:7])([CH3:6])[CH3:5])([CH3:3])[CH3:2].C(O)(C(F)(F)F)=O. The catalyst is C(Cl)Cl. The yield is 0.690. The product is [Si:1]([O:8][CH:9]1[CH2:12][NH:11][CH2:10]1)([C:4]([CH3:7])([CH3:6])[CH3:5])([CH3:3])[CH3:2]. (2) The catalyst is C1COCC1. The yield is 0.490. The product is [OH:23][CH2:22][CH2:21][N:10]1[C:11]2[C:16](=[CH:15][C:14]([N+:18]([O-:20])=[O:19])=[CH:13][CH:12]=2)[CH:17]=[C:9]1[C:6]([CH3:8])([CH3:7])[CH2:5][CH2:4][OH:3]. The reactants are C([O:3][C:4](=O)[CH2:5][C:6]([C:9]1[N:10]([CH2:21][CH2:22][OH:23])[C:11]2[C:16]([CH:17]=1)=[CH:15][C:14]([N+:18]([O-:20])=[O:19])=[CH:13][CH:12]=2)([CH3:8])[CH3:7])C.CC(C[AlH]CC(C)C)C.O. (3) The yield is 0.660. The reactants are [F:1][C:2]1[CH:7]=[CH:6][CH:5]=[CH:4][C:3]=1[CH:8]([OH:25])[CH2:9][O:10][C:11]1[CH:24]=[CH:23][C:14]([CH2:15][CH:16]2[S:20][C:19](=[O:21])[NH:18][C:17]2=[O:22])=[CH:13][CH:12]=1.CS(C)=O.O=P12OP3(OP(OP(O3)(O1)=O)(=O)O2)=O.C(N(CC)CC)C. The catalyst is C(Cl)Cl.O. The product is [F:1][C:2]1[CH:7]=[CH:6][CH:5]=[CH:4][C:3]=1[C:8](=[O:25])[CH2:9][O:10][C:11]1[CH:24]=[CH:23][C:14]([CH2:15][CH:16]2[S:20][C:19](=[O:21])[NH:18][C:17]2=[O:22])=[CH:13][CH:12]=1. (4) The reactants are [F:1][C:2]1[C:12]2[O:11][CH2:10][CH2:9][CH2:8][NH:7][C:6]=2[C:5]([N+:13]([O-])=O)=[CH:4][CH:3]=1. The catalyst is CCOC(C)=O.[Pd]. The product is [F:1][C:2]1[C:12]2[O:11][CH2:10][CH2:9][CH2:8][NH:7][C:6]=2[C:5]([NH2:13])=[CH:4][CH:3]=1. The yield is 0.970. (5) The reactants are [NH2:1][C:2]1[CH:7]=[CH:6][C:5]([C:8]2[CH:13]=[CH:12][C:11]([C:14]([C@H:16]3[CH2:21][CH2:20][CH2:19][CH2:18][C@H:17]3[C:22]([O:24]C)=[O:23])=[O:15])=[CH:10][CH:9]=2)=[CH:4][CH:3]=1.[Cl:26][C:27]1[CH:35]=[CH:34][C:30]([C:31](Cl)=[O:32])=[CH:29][CH:28]=1.C(N(CC)CC)C.[OH-].[Na+]. The catalyst is ClCCl. The product is [Cl:26][C:27]1[CH:35]=[CH:34][C:30]([C:31]([NH:1][C:2]2[CH:7]=[CH:6][C:5]([C:8]3[CH:13]=[CH:12][C:11]([C:14]([C@@H:16]4[CH2:21][CH2:20][CH2:19][CH2:18][C@H:17]4[C:22]([OH:24])=[O:23])=[O:15])=[CH:10][CH:9]=3)=[CH:4][CH:3]=2)=[O:32])=[CH:29][CH:28]=1. The yield is 0.0500. (6) The reactants are [C:1]([C:3]1[CH:25]=[CH:24][C:6]([C:7]([NH:9][C:10]2[C:15]([F:16])=[C:14]([F:17])[C:13]([C:18]([F:21])([F:20])[F:19])=[C:12]([F:22])[C:11]=2[F:23])=[O:8])=[CH:5][CH:4]=1)#[N:2].[O-]S(C(F)(F)[F:31])(=O)=O.F[N+]1C(C)=CC(C)=CC=1C. No catalyst specified. The product is [C:1]([C:3]1[CH:4]=[CH:5][C:6]([C:7]([NH:9][C:10]2[C:11]([F:23])=[C:12]([F:22])[C:13]([C:18]([F:20])([F:19])[F:21])=[C:14]([F:17])[C:15]=2[F:16])=[O:8])=[C:24]([F:31])[CH:25]=1)#[N:2]. The yield is 0.620. (7) The reactants are Cl.[NH2:2][OH:3].[Cl:4][C:5]1[CH:6]=[C:7]([C@@H:15]([CH2:26][CH:27]2[CH2:32][CH2:31][C:30](=O)[CH2:29][CH2:28]2)[C:16]([NH:18][C:19]2[CH:24]=[N:23][C:22]([CH3:25])=[CH:21][N:20]=2)=[O:17])[CH:8]=[CH:9][C:10]=1[S:11]([CH3:14])(=[O:13])=[O:12]. The catalyst is CO.N1C(C)=CC=CC=1C. The product is [Cl:4][C:5]1[CH:6]=[C:7]([C@@H:15]([CH2:26][CH:27]2[CH2:32][CH2:31][C:30](=[N:2][OH:3])[CH2:29][CH2:28]2)[C:16]([NH:18][C:19]2[CH:24]=[N:23][C:22]([CH3:25])=[CH:21][N:20]=2)=[O:17])[CH:8]=[CH:9][C:10]=1[S:11]([CH3:14])(=[O:13])=[O:12]. The yield is 1.00. (8) The product is [F:28][C:3]1[C:2]2[N:1]=[N:30][S:12][C:11]=2[CH:10]=[C:5]([C:6]([O:8][CH3:9])=[O:7])[C:4]=1[NH:20][C:21]1[CH:26]=[CH:25][CH:24]=[CH:23][C:22]=1[Cl:27]. The catalyst is C(O)(=O)C.O. The yield is 0.901. The reactants are [NH2:1][C:2]1[C:11]([S:12]CC2C=CC=CC=2)=[CH:10][C:5]([C:6]([O:8][CH3:9])=[O:7])=[C:4]([NH:20][C:21]2[CH:26]=[CH:25][CH:24]=[CH:23][C:22]=2[Cl:27])[C:3]=1[F:28].Cl.[N:30]([O-])=O.[Na+].C([O-])(O)=O.[Na+]. (9) The reactants are FC(F)(F)C(O)=O.[CH3:8][O:9][C:10](=[O:53])[CH2:11][C:12]1[CH:17]=[CH:16][C:15]([C:18]2[CH:23]=[CH:22][C:21]([C:24]([CH2:49][CH3:50])([C:27]3[CH:32]=[CH:31][C:30]([C:33]#[C:34][C:35]([O:44]COC)([C:40]([F:43])([F:42])[F:41])[C:36]([F:39])([F:38])[F:37])=[C:29]([CH3:48])[CH:28]=3)[CH2:25][CH3:26])=[CH:20][C:19]=2[CH3:51])=[CH:14][C:13]=1[F:52]. The catalyst is ClCCl. The product is [CH3:8][O:9][C:10](=[O:53])[CH2:11][C:12]1[CH:17]=[CH:16][C:15]([C:18]2[CH:23]=[CH:22][C:21]([C:24]([CH2:49][CH3:50])([C:27]3[CH:32]=[CH:31][C:30]([C:33]#[C:34][C:35]([OH:44])([C:40]([F:41])([F:43])[F:42])[C:36]([F:38])([F:37])[F:39])=[C:29]([CH3:48])[CH:28]=3)[CH2:25][CH3:26])=[CH:20][C:19]=2[CH3:51])=[CH:14][C:13]=1[F:52]. The yield is 0.790. (10) The reactants are C(=O)([O-])[O-].[K+].[K+].C[Si]([C:11]#[C:12][C:13]1[N:18]=[C:17]([NH:19][C:20](=[O:22])[CH3:21])[CH:16]=[CH:15][CH:14]=1)(C)C. The catalyst is CO. The product is [C:12]([C:13]1[N:18]=[C:17]([NH:19][C:20](=[O:22])[CH3:21])[CH:16]=[CH:15][CH:14]=1)#[CH:11]. The yield is 0.600.